Dataset: Catalyst prediction with 721,799 reactions and 888 catalyst types from USPTO. Task: Predict which catalyst facilitates the given reaction. Reactant: [CH:1]([C:4]1[NH:5][C:6](=[O:24])[C:7]([C:13]2[N:14]=[C:15]([C:18]3[CH:23]=[CH:22][N:21]=[CH:20][CH:19]=3)[S:16][CH:17]=2)=[CH:8][C:9]=1[C:10]([OH:12])=O)([CH3:3])[CH3:2].C1C=NC2N(O)N=NC=2C=1.CCN(C(C)C)C(C)C.[O:44]([C:46]1[CH:53]=[CH:52][C:49]([CH2:50][NH2:51])=[CH:48][CH:47]=1)[CH3:45].C(Cl)CCl. Product: [CH:1]([C:4]1[NH:5][C:6](=[O:24])[C:7]([C:13]2[N:14]=[C:15]([C:18]3[CH:19]=[CH:20][N:21]=[CH:22][CH:23]=3)[S:16][CH:17]=2)=[CH:8][C:9]=1[C:10]([NH:51][CH2:50][C:49]1[CH:52]=[CH:53][C:46]([O:44][CH3:45])=[CH:47][CH:48]=1)=[O:12])([CH3:3])[CH3:2]. The catalyst class is: 3.